From a dataset of Full USPTO retrosynthesis dataset with 1.9M reactions from patents (1976-2016). Predict the reactants needed to synthesize the given product. (1) The reactants are: [O:1]1[CH2:5][CH2:4][O:3][CH:2]1[C:6]1[CH:11]=[CH:10][N:9]=[CH:8][C:7]=1[N+:12]([O-])=O. Given the product [O:1]1[CH2:5][CH2:4][O:3][CH:2]1[C:6]1[CH:11]=[CH:10][N:9]=[CH:8][C:7]=1[NH2:12], predict the reactants needed to synthesize it. (2) Given the product [N:11]1([C:14]2[S:15][CH:16]=[C:17]([C:19]3[CH:20]=[CH:21][C:22]([C:25]([OH:27])=[O:26])=[CH:23][CH:24]=3)[N:18]=2)[CH2:12][CH2:13][NH:8][CH2:9][CH2:10]1, predict the reactants needed to synthesize it. The reactants are: C(OC([N:8]1[CH2:13][CH2:12][N:11]([C:14]2[S:15][CH:16]=[C:17]([C:19]3[CH:24]=[CH:23][C:22]([C:25]([OH:27])=[O:26])=[CH:21][CH:20]=3)[N:18]=2)[CH2:10][CH2:9]1)=O)(C)(C)C. (3) Given the product [CH3:27][C:28]1[CH:29]=[C:30]([CH2:34][N:5]2[CH2:6][CH2:7][N:2]([C:8]3[C:9]([C:10]([O:12][CH:13]([CH3:15])[CH3:14])=[O:11])=[CH:16][CH:17]=[CH:18][N:19]=3)[CH2:3][CH2:4]2)[S:31][C:32]=1[CH3:33], predict the reactants needed to synthesize it. The reactants are: Cl.[N:2]1([C:8]2[N:19]=[CH:18][CH:17]=[CH:16][C:9]=2[C:10]([O:12][CH:13]([CH3:15])[CH3:14])=[O:11])[CH2:7][CH2:6][NH:5][CH2:4][CH2:3]1.CCN(CC)CC.[CH3:27][C:28]1[CH:29]=[C:30]([CH:34]=O)[S:31][C:32]=1[CH3:33].[BH-](OC(C)=O)(OC(C)=O)OC(C)=O.[Na+]. (4) Given the product [Br:24][C:25]1[CH:26]=[C:27]([CH3:34])[C:28]([NH:29][C:2]2[N:6]([CH3:7])[C:5]3[C:8]([N:12]([CH:21]([CH3:23])[CH3:22])[C:13]4[CH:20]=[CH:19][C:16]([C:17]#[N:18])=[CH:15][CH:14]=4)=[CH:9][CH:10]=[CH:11][C:4]=3[N:3]=2)=[C:30]([O:32][CH3:33])[CH:31]=1, predict the reactants needed to synthesize it. The reactants are: Cl[C:2]1[N:6]([CH3:7])[C:5]2[C:8]([N:12]([CH:21]([CH3:23])[CH3:22])[C:13]3[CH:20]=[CH:19][C:16]([C:17]#[N:18])=[CH:15][CH:14]=3)=[CH:9][CH:10]=[CH:11][C:4]=2[N:3]=1.[Br:24][C:25]1[CH:31]=[C:30]([O:32][CH3:33])[C:28]([NH2:29])=[C:27]([CH3:34])[CH:26]=1.